Dataset: Catalyst prediction with 721,799 reactions and 888 catalyst types from USPTO. Task: Predict which catalyst facilitates the given reaction. (1) Reactant: [F:1][C:2]([F:13])([F:12])[C:3]1[CH:8]=[CH:7][N:6]=[CH:5][C:4]=1[C:9]([OH:11])=[O:10].C(C1NC=CN=1)(C1NC=CN=1)=O.[C:26]([O:30][C:31]([CH2:33][C:34](=[N:36]O)[NH2:35])=[O:32])([CH3:29])([CH3:28])[CH3:27]. Product: [NH2:36][C:34](=[N:35][O:10][C:9]([C:4]1[CH:5]=[N:6][CH:7]=[CH:8][C:3]=1[C:2]([F:1])([F:12])[F:13])=[O:11])[CH2:33][C:31]([O:30][C:26]([CH3:28])([CH3:27])[CH3:29])=[O:32]. The catalyst class is: 1. (2) Reactant: [CH3:1][C:2]1[S:3][C:4]([CH3:11])=[CH:5][C:6]=1[C:7](=O)[CH2:8]Br.[NH2:12][C:13]1[N:18]=[N:17][C:16]([N:19]2[CH2:24][CH2:23][N:22]([CH:25]=[O:26])[CH2:21][CH2:20]2)=[CH:15][CH:14]=1.C(N(CC)CC)C. Product: [CH3:1][C:2]1[S:3][C:4]([CH3:11])=[CH:5][C:6]=1[C:7]1[N:12]=[C:13]2[CH:14]=[CH:15][C:16]([N:19]3[CH2:24][CH2:23][N:22]([CH:25]=[O:26])[CH2:21][CH2:20]3)=[N:17][N:18]2[CH:8]=1. The catalyst class is: 371. (3) Reactant: [C:1]([O:5][C:6]([NH:8][C@@H:9]([CH2:13][C:14]1[CH:19]=[CH:18][C:17]([N+:20]([O-:22])=[O:21])=[CH:16][CH:15]=1)[C:10](O)=[O:11])=[O:7])([CH3:4])([CH3:3])[CH3:2].C[N:24]1CCOCC1.ClC(OCC(C)C)=O.N. Product: [NH2:24][C:10](=[O:11])[C@@H:9]([NH:8][C:6](=[O:7])[O:5][C:1]([CH3:4])([CH3:3])[CH3:2])[CH2:13][C:14]1[CH:19]=[CH:18][C:17]([N+:20]([O-:22])=[O:21])=[CH:16][CH:15]=1. The catalyst class is: 3.